Dataset: Full USPTO retrosynthesis dataset with 1.9M reactions from patents (1976-2016). Task: Predict the reactants needed to synthesize the given product. (1) Given the product [CH3:18][C:19]([CH3:27])([CH2:22][C:23]#[C:24][CH2:25][CH3:26])/[CH:20]=[CH:17]/[S:14]([N:11]1[CH2:12][CH2:13][N:8]([C:5]2[CH:4]=[CH:3][C:2]([F:1])=[CH:7][CH:6]=2)[CH2:9][CH2:10]1)(=[O:15])=[O:16], predict the reactants needed to synthesize it. The reactants are: [F:1][C:2]1[CH:7]=[CH:6][C:5]([N:8]2[CH2:13][CH2:12][N:11]([S:14]([CH3:17])(=[O:16])=[O:15])[CH2:10][CH2:9]2)=[CH:4][CH:3]=1.[CH3:18][C:19]([CH3:27])([CH2:22][C:23]#[C:24][CH2:25][CH3:26])[CH:20]=O. (2) The reactants are: [C:1]([O:5][C:6]([N:8]1[CH2:13][CH2:12][CH:11]([NH:14][CH:15]2[CH2:20][CH2:19][N:18]([C:21]3[C:30]([O:31][CH3:32])=[C:29]4[C:24]([C:25](=[O:39])[C:26]([C:36]([OH:38])=[O:37])=[CH:27][N:28]4[CH:33]4[CH2:35][CH2:34]4)=[CH:23][C:22]=3[F:40])[CH2:17][CH2:16]2)[CH2:10][CH2:9]1)=[O:7])([CH3:4])([CH3:3])[CH3:2].C(O[C:46]([N:48]1[CH2:53][CH2:50][CH:49]([N:48]([CH2:53]CN(C)C)[CH2:46]C2CCNC2)[CH2:50][CH2:49]1)=O)(C)(C)C. Given the product [C:1]([O:5][C:6]([N:8]1[CH2:9][CH2:10][CH:11]([N:14]([CH2:15][CH:16]2[CH2:20][CH2:19][N:18]([C:21]3[C:30]([O:31][CH3:32])=[C:29]4[C:24]([C:25](=[O:39])[C:26]([C:36]([OH:38])=[O:37])=[CH:27][N:28]4[CH:33]4[CH2:35][CH2:34]4)=[CH:23][C:22]=3[F:40])[CH2:17]2)[CH2:50][CH2:49][N:48]([CH3:53])[CH3:46])[CH2:12][CH2:13]1)=[O:7])([CH3:4])([CH3:2])[CH3:3], predict the reactants needed to synthesize it.